From a dataset of Full USPTO retrosynthesis dataset with 1.9M reactions from patents (1976-2016). Predict the reactants needed to synthesize the given product. Given the product [CH3:1][C:2]1([CH3:14])[CH:3]2[CH2:4][C:5]3[CH:15]=[N:20][CH:19]=[N:21][C:6]=3[CH2:7][C:8]2([CH3:12])[CH2:9][CH2:10][CH2:11]1, predict the reactants needed to synthesize it. The reactants are: [CH3:1][C:2]1([CH3:14])[CH2:11][CH2:10][CH2:9][C:8]2([CH3:12])[CH:3]1[CH2:4][CH2:5][C:6](=O)[CH2:7]2.[C:15](O)(=O)C.[CH:19]([NH2:21])=[NH:20].